This data is from Catalyst prediction with 721,799 reactions and 888 catalyst types from USPTO. The task is: Predict which catalyst facilitates the given reaction. (1) Reactant: [CH3:1][O:2][C:3](=[O:22])[CH:4]([C:9]1[C:18]2[C:13](=[CH:14][CH:15]=[C:16]([O:19][CH3:20])[N:17]=2)[N:12]=[CH:11][C:10]=1[Cl:21])C(OC)=O.[Cl-].[Li+].O.C(OCC)(=O)C. The catalyst class is: 16. Product: [CH3:1][O:2][C:3](=[O:22])[CH2:4][C:9]1[C:18]2[C:13](=[CH:14][CH:15]=[C:16]([O:19][CH3:20])[N:17]=2)[N:12]=[CH:11][C:10]=1[Cl:21]. (2) Reactant: [F:1][C:2]1[CH:3]=[C:4]([CH:12]([CH3:16])[C:13]([OH:15])=O)[CH:5]=[CH:6][C:7]=1[S:8]([CH3:11])(=[O:10])=[O:9].ON1C2C=CC=CC=2N=N1.F[B-](F)(F)F.N1(OC(N(C)C)=[N+](C)C)C2C=CC=CC=2N=N1.C(N(C(C)C)C(C)C)C.[Cl:58][C:59]1[CH:60]=[C:61]([N:65]2[C:69]([CH2:70][NH2:71])=[CH:68][C:67]([C:72]([F:75])([F:74])[F:73])=[N:66]2)[CH:62]=[CH:63][CH:64]=1. Product: [Cl:58][C:59]1[CH:60]=[C:61]([N:65]2[C:69]([CH2:70][NH:71][C:13](=[O:15])[CH:12]([C:4]3[CH:5]=[CH:6][C:7]([S:8]([CH3:11])(=[O:9])=[O:10])=[C:2]([F:1])[CH:3]=3)[CH3:16])=[CH:68][C:67]([C:72]([F:73])([F:74])[F:75])=[N:66]2)[CH:62]=[CH:63][CH:64]=1. The catalyst class is: 1. (3) Reactant: [C:1]([O:5][C:6]([N:8]1[CH2:13][CH2:12][N:11]([C:14]2[CH:19]=[CH:18][C:17]([N+:20]([O-])=O)=[C:16]([F:23])[CH:15]=2)[CH2:10][CH2:9]1)=[O:7])([CH3:4])([CH3:3])[CH3:2].[Cl-].[NH4+]. Product: [C:1]([O:5][C:6]([N:8]1[CH2:13][CH2:12][N:11]([C:14]2[CH:19]=[CH:18][C:17]([NH2:20])=[C:16]([F:23])[CH:15]=2)[CH2:10][CH2:9]1)=[O:7])([CH3:4])([CH3:2])[CH3:3]. The catalyst class is: 190. (4) Reactant: [CH3:1][O:2][C:3](=[O:30])[C:4]([CH3:29])([NH:6][C:7]([C:9]1[CH:18]=[CH:17][C:16]2[C:11](=[CH:12][CH:13]=[CH:14][CH:15]=2)[C:10]=1[C:19]#[C:20][CH2:21][CH2:22][C:23]1[CH:28]=[CH:27][CH:26]=[CH:25][CH:24]=1)=[O:8])[CH3:5]. Product: [CH3:1][O:2][C:3](=[O:30])[C:4]([CH3:5])([NH:6][C:7]([C:9]1[CH:18]=[CH:17][C:16]2[C:11](=[CH:12][CH:13]=[CH:14][CH:15]=2)[C:10]=1[CH2:19][CH2:20][CH2:21][CH2:22][C:23]1[CH:28]=[CH:27][CH:26]=[CH:25][CH:24]=1)=[O:8])[CH3:29]. The catalyst class is: 19. (5) Reactant: [Cl:1][C:2]1[CH:24]=[C:23]([CH3:25])[C:5]([O:6][C:7]2[C:12]([N+:13]([O-])=O)=[C:11]([NH:16][CH:17]([CH2:20][CH3:21])[CH2:18][CH3:19])[CH:10]=[C:9]([CH3:22])[N:8]=2)=[C:4]([CH3:26])[CH:3]=1.CC(O)=O. Product: [Cl:1][C:2]1[CH:24]=[C:23]([CH3:25])[C:5]([O:6][C:7]2[C:12]([NH2:13])=[C:11]([NH:16][CH:17]([CH2:20][CH3:21])[CH2:18][CH3:19])[CH:10]=[C:9]([CH3:22])[N:8]=2)=[C:4]([CH3:26])[CH:3]=1. The catalyst class is: 150. (6) The catalyst class is: 3. Product: [CH2:7]([C:10]1[S:11][C:12]2[C:21]3[CH:20]=[CH:19][C:18]([O:22][CH2:25][CH2:26][O:27][CH2:28][CH2:29][NH:30][C:31](=[O:37])[O:32][C:33]([CH3:36])([CH3:35])[CH3:34])=[CH:17][C:16]=3[N:15]=[CH:14][C:13]=2[N:23]=1)[CH2:8][CH3:9]. Reactant: C(=O)([O-])[O-].[Cs+].[Cs+].[CH2:7]([C:10]1[S:11][C:12]2[C:21]3[CH:20]=[CH:19][C:18]([OH:22])=[CH:17][C:16]=3[N:15]=[CH:14][C:13]=2[N:23]=1)[CH2:8][CH3:9].I[CH2:25][CH2:26][O:27][CH2:28][CH2:29][NH:30][C:31](=[O:37])[O:32][C:33]([CH3:36])([CH3:35])[CH3:34]. (7) Reactant: [Cl:1][C:2]1[CH:17]=[CH:16][C:15]([C@H:18]2[C@H:23]([O:24][CH2:25][C:26]3[CH:31]=[CH:30][CH:29]=[CH:28][CH:27]=3)[C@@H:22]([O:32][CH2:33][C:34]3[CH:39]=[CH:38][CH:37]=[CH:36][CH:35]=3)[C@H:21]([O:40][CH2:41][C:42]3[CH:47]=[CH:46][CH:45]=[CH:44][CH:43]=3)[C@@H:20]([CH2:48][O:49][CH2:50][C:51]3[CH:56]=[CH:55][CH:54]=[CH:53][CH:52]=3)[O:19]2)=[CH:14][C:3]=1[CH2:4][C:5]1[N:10]=[N:9][C:8](C(O)=O)=[CH:7][CH:6]=1.[CH:57]([NH:59][NH2:60])=[O:58].CCN=C=NCCCN(C)C.O.ON1C2C=CC=CC=2N=N1.CN1CC[O:87][CH2:86]C1. Product: [Cl:1][C:2]1[CH:17]=[CH:16][C:15]([C@H:18]2[C@H:23]([O:24][CH2:25][C:26]3[CH:31]=[CH:30][CH:29]=[CH:28][CH:27]=3)[C@@H:22]([O:32][CH2:33][C:34]3[CH:39]=[CH:38][CH:37]=[CH:36][CH:35]=3)[C@H:21]([O:40][CH2:41][C:42]3[CH:43]=[CH:44][CH:45]=[CH:46][CH:47]=3)[C@@H:20]([CH2:48][O:49][CH2:50][C:51]3[CH:52]=[CH:53][CH:54]=[CH:55][CH:56]=3)[O:19]2)=[CH:14][C:3]=1[CH2:4][C:5]1[N:10]=[N:9][C:8]([C:57]([NH:59][NH:60][CH:86]=[O:87])=[O:58])=[CH:7][CH:6]=1. The catalyst class is: 9. (8) Reactant: [Cl:1][C:2]1[CH:3]=[CH:4][C:5]([O:25][C:26]2[CH:31]=[C:30]([F:32])[C:29]([S:33](=[O:52])(=[O:51])[N:34](CC3C=CC(OC)=CC=3OC)[C:35]3[S:39][N:38]=[CH:37][N:36]=3)=[CH:28][C:27]=2[F:53])=[C:6]([C:8]2[CH:9]=[CH:10][C:11]3[O:15][N:14]=[C:13]([NH:16][C:17](=[O:23])[O:18][C:19]([CH3:22])([CH3:21])[CH3:20])[C:12]=3[CH:24]=2)[CH:7]=1.FC(F)(F)C(O)=O.C(=O)(O)[O-].[Na+].Cl. Product: [S:39]1[C:35]([NH:34][S:33]([C:29]2[C:30]([F:32])=[CH:31][C:26]([O:25][C:5]3[CH:4]=[CH:3][C:2]([Cl:1])=[CH:7][C:6]=3[C:8]3[CH:9]=[CH:10][C:11]4[O:15][N:14]=[C:13]([NH:16][C:17](=[O:23])[O:18][C:19]([CH3:21])([CH3:22])[CH3:20])[C:12]=4[CH:24]=3)=[C:27]([F:53])[CH:28]=2)(=[O:51])=[O:52])=[N:36][CH:37]=[N:38]1. The catalyst class is: 4.